From a dataset of NCI-60 drug combinations with 297,098 pairs across 59 cell lines. Regression. Given two drug SMILES strings and cell line genomic features, predict the synergy score measuring deviation from expected non-interaction effect. (1) Drug 1: C1=NC2=C(N=C(N=C2N1C3C(C(C(O3)CO)O)O)F)N. Drug 2: C1CN(CCN1C(=O)CCBr)C(=O)CCBr. Cell line: T-47D. Synergy scores: CSS=6.85, Synergy_ZIP=-1.66, Synergy_Bliss=1.82, Synergy_Loewe=0.178, Synergy_HSA=0.717. (2) Drug 1: C1=NC(=NC(=O)N1C2C(C(C(O2)CO)O)O)N. Drug 2: C1=NNC2=C1C(=O)NC=N2. Cell line: OVCAR3. Synergy scores: CSS=29.6, Synergy_ZIP=-8.43, Synergy_Bliss=-1.84, Synergy_Loewe=-7.64, Synergy_HSA=0.468. (3) Drug 1: C#CCC(CC1=CN=C2C(=N1)C(=NC(=N2)N)N)C3=CC=C(C=C3)C(=O)NC(CCC(=O)O)C(=O)O. Drug 2: C1=NNC2=C1C(=O)NC=N2. Cell line: OVCAR-4. Synergy scores: CSS=7.30, Synergy_ZIP=3.48, Synergy_Bliss=0.726, Synergy_Loewe=-1.88, Synergy_HSA=0.322. (4) Drug 1: C1CC(C1)(C(=O)O)C(=O)O.[NH2-].[NH2-].[Pt+2]. Synergy scores: CSS=9.46, Synergy_ZIP=-1.36, Synergy_Bliss=-1.33, Synergy_Loewe=-2.38, Synergy_HSA=-3.44. Drug 2: CC(C)CN1C=NC2=C1C3=CC=CC=C3N=C2N. Cell line: M14. (5) Drug 1: CC1C(C(CC(O1)OC2CC(CC3=C2C(=C4C(=C3O)C(=O)C5=C(C4=O)C(=CC=C5)OC)O)(C(=O)C)O)N)O.Cl. Drug 2: CN1C2=C(C=C(C=C2)N(CCCl)CCCl)N=C1CCCC(=O)O.Cl. Cell line: CCRF-CEM. Synergy scores: CSS=42.1, Synergy_ZIP=-2.40, Synergy_Bliss=2.47, Synergy_Loewe=-26.1, Synergy_HSA=2.33. (6) Drug 1: CC1=C2C(C(=O)C3(C(CC4C(C3C(C(C2(C)C)(CC1OC(=O)C(C(C5=CC=CC=C5)NC(=O)OC(C)(C)C)O)O)OC(=O)C6=CC=CC=C6)(CO4)OC(=O)C)OC)C)OC. Drug 2: C1CN(P(=O)(OC1)NCCCl)CCCl. Cell line: NCI-H460. Synergy scores: CSS=72.3, Synergy_ZIP=17.6, Synergy_Bliss=18.2, Synergy_Loewe=-24.9, Synergy_HSA=17.9. (7) Drug 1: C1=CN(C(=O)N=C1N)C2C(C(C(O2)CO)O)O.Cl. Drug 2: CC1C(C(CC(O1)OC2CC(CC3=C2C(=C4C(=C3O)C(=O)C5=CC=CC=C5C4=O)O)(C(=O)C)O)N)O. Cell line: HCT-15. Synergy scores: CSS=36.4, Synergy_ZIP=-11.4, Synergy_Bliss=-12.0, Synergy_Loewe=-25.6, Synergy_HSA=-5.32.